This data is from Full USPTO retrosynthesis dataset with 1.9M reactions from patents (1976-2016). The task is: Predict the reactants needed to synthesize the given product. (1) Given the product [C:6]([C:9]1[CH:10]=[CH:11][C:12]([O:19][CH2:2][CH:3]([CH3:5])[CH3:4])=[C:13]([CH:18]=1)[C:14]([O:16][CH3:17])=[O:15])(=[O:8])[CH3:7], predict the reactants needed to synthesize it. The reactants are: I[CH2:2][CH:3]([CH3:5])[CH3:4].[C:6]([C:9]1[CH:18]=[C:13]([C:14]([O:16][CH3:17])=[O:15])[C:12]([OH:19])=[CH:11][CH:10]=1)(=[O:8])[CH3:7].C(=O)([O-])[O-].[K+].[K+]. (2) Given the product [CH:45]1([C:43]#[C:44][C:2]2[C:7]([F:8])=[CH:6][C:5]([N:9]3[C:18]4[C:13](=[CH:14][C:15]([S:19]([NH:22][C:23]5[CH:27]=[CH:26][O:25][N:24]=5)(=[O:20])=[O:21])=[CH:16][CH:17]=4)[N:12]=[CH:11][C:10]3=[O:28])=[C:4]([O:29][CH3:30])[CH:3]=2)[CH2:49][CH2:48][CH2:47][CH2:46]1, predict the reactants needed to synthesize it. The reactants are: Br[C:2]1[C:7]([F:8])=[CH:6][C:5]([N:9]2[C:18]3[C:13](=[CH:14][C:15]([S:19]([NH:22][C:23]4[CH:27]=[CH:26][O:25][N:24]=4)(=[O:21])=[O:20])=[CH:16][CH:17]=3)[N:12]=[CH:11][C:10]2=[O:28])=[C:4]([O:29][CH3:30])[CH:3]=1.CN(C=O)C.C(NC(C)C)(C)C.[C:43]([CH:45]1[CH2:49][CH2:48][CH2:47][CH2:46]1)#[CH:44].